This data is from Catalyst prediction with 721,799 reactions and 888 catalyst types from USPTO. The task is: Predict which catalyst facilitates the given reaction. (1) Product: [C:28]([C:11]1[C:12]2[C:17](=[CH:16][CH:15]=[C:14]([CH2:20][CH2:21][C:22]3[CH:27]=[CH:26][CH:25]=[CH:24][CH:23]=3)[CH:13]=2)[C:18]([OH:19])=[C:9]([C:7]([NH:6][CH2:5][C:4]([CH3:31])([CH3:30])[C:3]([OH:32])=[O:2])=[O:8])[N:10]=1)#[N:29]. Reactant: C[O:2][C:3](=[O:32])[C:4]([CH3:31])([CH3:30])[CH2:5][NH:6][C:7]([C:9]1[N:10]=[C:11]([C:28]#[N:29])[C:12]2[C:17]([C:18]=1[OH:19])=[CH:16][CH:15]=[C:14]([CH2:20][CH2:21][C:22]1[CH:27]=[CH:26][CH:25]=[CH:24][CH:23]=1)[CH:13]=2)=[O:8].[OH-].[Na+].Cl. The catalyst class is: 5. (2) Reactant: [F:1][C:2]([F:17])([F:16])[C:3]1[CH:15]=[CH:14][CH:13]=[CH:12][C:4]=1[O:5][CH:6]1[CH2:11][CH2:10][NH:9][CH2:8][CH2:7]1.Br[C:19]1[S:20][CH:21]=[C:22]([C:24]([O:26][CH2:27][CH3:28])=[O:25])[N:23]=1.C1CCN2C(=NCCC2)CC1.O. Product: [F:17][C:2]([F:1])([F:16])[C:3]1[CH:15]=[CH:14][CH:13]=[CH:12][C:4]=1[O:5][CH:6]1[CH2:11][CH2:10][N:9]([C:19]2[S:20][CH:21]=[C:22]([C:24]([O:26][CH2:27][CH3:28])=[O:25])[N:23]=2)[CH2:8][CH2:7]1. The catalyst class is: 1.